From a dataset of Forward reaction prediction with 1.9M reactions from USPTO patents (1976-2016). Predict the product of the given reaction. (1) Given the reactants C([O:8][C:9]1[CH:10]=[C:11]([NH:24]C(=O)OCC2C=CC=CC=2)[CH:12]=[CH:13][C:14]=1[CH2:15][C:16]1[CH:21]=[CH:20][C:19]([O:22][CH3:23])=[CH:18][CH:17]=1)C1C=CC=CC=1.CO.O1CCCC1, predict the reaction product. The product is: [NH2:24][C:11]1[CH:12]=[CH:13][C:14]([CH2:15][C:16]2[CH:21]=[CH:20][C:19]([O:22][CH3:23])=[CH:18][CH:17]=2)=[C:9]([OH:8])[CH:10]=1. (2) Given the reactants FC(F)(F)C(O)=O.ClC1C=CC(C2NC(C3C=CC(OC)=CC=3OCC)=NC2C)=CC=1.[Cl:32][C:33]1[CH:38]=[CH:37][C:36]([CH:39]2[N:43]([C:44]([N:46]3[CH2:51][CH2:50][N:49]([CH3:52])[CH2:48][CH2:47]3)=[O:45])[C:42]([C:53]3[CH:58]=[CH:57][C:56]([O:59][CH3:60])=[CH:55][C:54]=3[O:61][CH2:62][CH3:63])=[N:41][CH:40]2[CH2:64]C2CCCC2)=[CH:35][CH:34]=1, predict the reaction product. The product is: [Cl:32][C:33]1[CH:38]=[CH:37][C:36]([CH:39]2[N:43]([C:44]([N:46]3[CH2:51][CH2:50][N:49]([CH3:52])[CH2:48][CH2:47]3)=[O:45])[C:42]([C:53]3[CH:58]=[CH:57][C:56]([O:59][CH3:60])=[CH:55][C:54]=3[O:61][CH2:62][CH3:63])=[N:41][CH:40]2[CH3:64])=[CH:35][CH:34]=1. (3) Given the reactants Cl.CCOCC.Cl[C:8]1[C:17]2[C:12](=[CH:13][CH:14]=[C:15]([O:18][CH:19]3[CH2:24][CH2:23][N:22](C(OC(C)(C)C)=O)[CH2:21][CH2:20]3)[CH:16]=2)[N:11]=[CH:10][N:9]=1.[Cl:32][C:33]1[CH:34]=[C:35]([CH:37]=[CH:38][C:39]=1[O:40][CH2:41][C:42]1[CH:47]=[CH:46][CH:45]=[C:44]([F:48])[CH:43]=1)[NH2:36], predict the reaction product. The product is: [NH3:9].[Cl:32][C:33]1[CH:34]=[C:35]([NH:36][C:8]2[C:17]3[C:12](=[CH:13][CH:14]=[C:15]([O:18][CH:19]4[CH2:20][CH2:21][NH:22][CH2:23][CH2:24]4)[CH:16]=3)[N:11]=[CH:10][N:9]=2)[CH:37]=[CH:38][C:39]=1[O:40][CH2:41][C:42]1[CH:47]=[CH:46][CH:45]=[C:44]([F:48])[CH:43]=1.